This data is from Full USPTO retrosynthesis dataset with 1.9M reactions from patents (1976-2016). The task is: Predict the reactants needed to synthesize the given product. (1) Given the product [ClH:1].[NH:29]1[C:30]2[C:26](=[CH:25][C:24]([NH:23][C:2]3[C:11]4[C:6](=[CH:7][C:8]([O:14][CH2:15][CH2:16][CH2:17][N:18]5[CH:22]=[N:21][CH:20]=[N:19]5)=[C:9]([O:12][CH3:13])[CH:10]=4)[N:5]=[CH:4][N:3]=3)=[CH:32][CH:31]=2)[CH:27]=[CH:28]1, predict the reactants needed to synthesize it. The reactants are: [Cl:1][C:2]1[C:11]2[C:6](=[CH:7][C:8]([O:14][CH2:15][CH2:16][CH2:17][N:18]3[CH:22]=[N:21][CH:20]=[N:19]3)=[C:9]([O:12][CH3:13])[CH:10]=2)[N:5]=[CH:4][N:3]=1.[NH2:23][C:24]1[CH:25]=[C:26]2[C:30](=[CH:31][CH:32]=1)[NH:29][CH:28]=[CH:27]2.Cl. (2) Given the product [C:3]([NH:5][C:6]1[C:15](=[O:16])[C:14]2[N:13]=[C:12]([CH:17]=[O:18])[CH:11]=[CH:10][C:9]=2[C:8](=[O:19])[CH:7]=1)(=[O:4])[CH3:2], predict the reactants needed to synthesize it. The reactants are: Cl[CH2:2][C:3]([NH:5][C:6]1[C:15](=[O:16])[C:14]2[N:13]=[C:12]([CH:17]=[O:18])[CH:11]=[CH:10][C:9]=2[C:8](=[O:19])[CH:7]=1)=[O:4].ClCC(NC1C(=O)C2N=C(C)C=CC=2C(=O)C=1)=O.[Se](=O)=O. (3) Given the product [Cl:8][C:5]1[N:4]=[C:3]([NH:9][CH:10]2[CH2:14][CH2:13][CH2:12][CH2:11]2)[C:2]([C:17]#[C:16][CH2:15][OH:18])=[CH:7][N:6]=1, predict the reactants needed to synthesize it. The reactants are: Br[C:2]1[C:3]([NH:9][CH:10]2[CH2:14][CH2:13][CH2:12][CH2:11]2)=[N:4][C:5]([Cl:8])=[N:6][CH:7]=1.[CH2:15]([OH:18])[C:16]#[CH:17].O.O.O.[F-].C([N+](CCCC)(CCCC)CCCC)CCC. (4) The reactants are: [Cl-].F[C:3]1C=CC(C2N=C([Al+]CN)SN=2)=CC=1C(F)(F)F.[Cl-].[F:22][C:23]1[CH:28]=[CH:27][C:26]([C:29]2[N:33]=[C:32]([NH3+:34])[S:31][N:30]=2)=[CH:25][C:24]=1[C:35]([F:38])([F:37])[F:36].CO[C:41](=[O:59])[C:42]1[CH:47]=[CH:46][C:45]([NH:48][C:49]2[CH:54]=[C:53]([O:55][CH:56]3[CH2:58][CH2:57]3)[N:52]=[CH:51][N:50]=2)=[CH:44][CH:43]=1. Given the product [CH:58]1([CH2:56][O:55][C:53]2[N:52]=[CH:51][N:50]=[C:49]([NH:48][C:45]3[CH:44]=[CH:43][C:42]([C:41]([NH:34][C:32]4[S:31][N:30]=[C:29]([C:26]5[CH:27]=[CH:28][C:23]([F:22])=[C:24]([C:35]([F:36])([F:37])[F:38])[CH:25]=5)[N:33]=4)=[O:59])=[CH:47][CH:46]=3)[CH:54]=2)[CH2:57][CH2:3]1, predict the reactants needed to synthesize it. (5) Given the product [NH2:23][C:22]1[N:1]([C:3]2[CH:17]=[CH:16][CH:15]=[CH:14][C:4]=2[O:5][C:6]2[CH:11]=[CH:10][C:9]([CH3:12])=[CH:8][C:7]=2[OH:13])[N:2]=[C:20]([S:19][CH3:18])[N:21]=1, predict the reactants needed to synthesize it. The reactants are: [NH:1]([C:3]1[CH:17]=[CH:16][CH:15]=[CH:14][C:4]=1[O:5][C:6]1[CH:11]=[CH:10][C:9]([CH3:12])=[CH:8][C:7]=1[OH:13])[NH2:2].[CH3:18][S:19][C:20](SC)=[N:21][C:22]#[N:23]. (6) Given the product [Cl:1][C:2]1[CH:21]=[C:20]([F:22])[C:19]([N:23]2[C:28](=[O:29])[CH:27]=[C:26]([C:30]([F:31])([F:32])[F:33])[N:25]([CH3:34])[C:24]2=[O:35])=[CH:18][C:3]=1[O:4][C:5]1[CH:17]=[CH:16][CH:15]=[CH:14][C:6]=1[O:7][CH:8]([CH3:13])[C:9]([OH:11])=[O:10], predict the reactants needed to synthesize it. The reactants are: [Cl:1][C:2]1[CH:21]=[C:20]([F:22])[C:19]([N:23]2[C:28](=[O:29])[CH:27]=[C:26]([C:30]([F:33])([F:32])[F:31])[N:25]([CH3:34])[C:24]2=[O:35])=[CH:18][C:3]=1[O:4][C:5]1[CH:17]=[CH:16][CH:15]=[CH:14][C:6]=1[O:7][CH:8]([CH3:13])[C:9]([O:11]C)=[O:10].Cl.O.C(OCC)(=O)C. (7) Given the product [Cl:1][C:2]1[CH:3]=[CH:4][C:5]([S:8]([C:11]2[C:12]([CH3:19])=[C:13]([C:16]([NH:28][C:23]3[CH:22]=[C:21]([CH3:20])[CH:26]=[C:25]([CH3:27])[N:24]=3)=[O:18])[S:14][CH:15]=2)(=[O:9])=[O:10])=[CH:6][CH:7]=1, predict the reactants needed to synthesize it. The reactants are: [Cl:1][C:2]1[CH:7]=[CH:6][C:5]([S:8]([C:11]2[C:12]([CH3:19])=[C:13]([C:16]([OH:18])=O)[S:14][CH:15]=2)(=[O:10])=[O:9])=[CH:4][CH:3]=1.[CH3:20][C:21]1[CH:26]=[C:25]([CH3:27])[N:24]=[C:23]([NH2:28])[CH:22]=1. (8) Given the product [C:1]([OH:5])(=[O:4])[CH:2]=[CH2:3].[NH2:13][C:1]([O:5][CH2:6][CH3:7])=[O:4].[CH2:3]([CH2:2][CH2:1][N:37]=[C:38]=[O:39])[CH2:22][CH2:23][CH2:24][N:25]=[C:26]=[O:27].[CH2:3]([CH2:2][CH2:1][N:25]=[C:26]=[O:27])[CH2:10][CH2:11][CH2:12][N:13]=[C:14]=[O:15].[CH2:3]([CH2:2][CH2:1][N:13]=[C:14]=[O:15])[CH2:34][CH2:35][CH2:36][N:37]=[C:38]=[O:39].[C:1]([O:5][CH2:6][CH2:7][OH:8])(=[O:4])[CH:2]=[CH2:3], predict the reactants needed to synthesize it. The reactants are: [C:1]([O:5][CH2:6][CH2:7][OH:8])(=[O:4])[CH:2]=[CH2:3].[CH2:34]([CH2:35][CH2:36][N:37]=[C:38]=[O:39])[CH2:10][CH2:11][CH2:12][N:13]=[C:14]=[O:15].[CH2:22]([CH2:23][CH2:24][N:25]=[C:26]=[O:27])[CH2:22][CH2:23][CH2:24][N:25]=[C:26]=[O:27].[CH2:10]([CH2:11][CH2:12][N:13]=[C:14]=[O:15])[CH2:34][CH2:35][CH2:36][N:37]=[C:38]=[O:39].COC1C=CC(O)=CC=1.C([O-])(=O)CCCCCCCCCCC.C([O-])(=O)CCCCCCCCCCC.C([Sn+2]CCCC)CCC.